Dataset: Forward reaction prediction with 1.9M reactions from USPTO patents (1976-2016). Task: Predict the product of the given reaction. (1) Given the reactants [CH3:1][C:2]1[C:7]([CH3:8])=[C:6]([C:9]2[CH:14]=[CH:13][CH:12]=[CH:11][CH:10]=2)[N:5]=[N:4][C:3]=1[N:15]1[CH2:20][CH2:19][N:18](C(OC(C)(C)C)=O)[C@@H:17]([CH3:28])[CH2:16]1.Cl.O1CCOCC1, predict the reaction product. The product is: [CH3:1][C:2]1[C:7]([CH3:8])=[C:6]([C:9]2[CH:10]=[CH:11][CH:12]=[CH:13][CH:14]=2)[N:5]=[N:4][C:3]=1[N:15]1[CH2:20][CH2:19][NH:18][C@@H:17]([CH3:28])[CH2:16]1. (2) Given the reactants [Br:1][C:2]1[C:3]([C@@H:9]([NH:19][S@](C(C)(C)C)=O)[CH2:10][C:11]2[CH:16]=[C:15]([F:17])[CH:14]=[C:13]([F:18])[CH:12]=2)=[N:4][CH:5]=[C:6]([Br:8])[CH:7]=1.Cl, predict the reaction product. The product is: [Br:1][C:2]1[C:3]([C@@H:9]([NH2:19])[CH2:10][C:11]2[CH:16]=[C:15]([F:17])[CH:14]=[C:13]([F:18])[CH:12]=2)=[N:4][CH:5]=[C:6]([Br:8])[CH:7]=1. (3) Given the reactants [Si:1]([O:8][CH2:9][C:10]([C:12]1[CH:17]=[CH:16][CH:15]=[C:14]([F:18])[CH:13]=1)=O)([C:4]([CH3:7])([CH3:6])[CH3:5])([CH3:3])[CH3:2].[CH3:19][C:20]([S@:23]([NH2:25])=[O:24])([CH3:22])[CH3:21].[NH4+].[Cl-], predict the reaction product. The product is: [Si:1]([O:8][CH2:9]/[C:10](=[N:25]/[S@@:23]([C:20]([CH3:22])([CH3:21])[CH3:19])=[O:24])/[C:12]1[CH:17]=[CH:16][CH:15]=[C:14]([F:18])[CH:13]=1)([C:4]([CH3:7])([CH3:6])[CH3:5])([CH3:3])[CH3:2]. (4) Given the reactants [CH3:1][O:2][C:3]1[CH:4]=[C:5]([C:9]([CH3:14])([CH3:13])C(O)=O)[CH:6]=[CH:7][CH:8]=1.C([N:17]([CH2:20]C)CC)C.C1(P(N=[N+]=[N-])(C2C=CC=CC=2)=[O:29])C=CC=CC=1, predict the reaction product. The product is: [N:17]([C:9]([C:5]1[CH:6]=[CH:7][CH:8]=[C:3]([O:2][CH3:1])[CH:4]=1)([CH3:13])[CH3:14])=[C:20]=[O:29].